This data is from Reaction yield outcomes from USPTO patents with 853,638 reactions. The task is: Predict the reaction yield, written as a fraction of the theoretical maximum amount of product (1.0 means a 100% yield; for example, 0.34 means a 34% yield). The reactants are C(O[C:6]([N:8]([CH2:10][C:11]1[CH:12]=[C:13]([C:28]2[CH:33]=[CH:32][CH:31]=[CH:30][CH:29]=2)[N:14]([S:16]([C:19]2[CH:27]=[CH:26][CH:25]=[CH:24][C:20]=2[C:21]([OH:23])=[O:22])(=[O:18])=[O:17])[CH:15]=1)C)=O)(C)(C)C.C(OCC)(=O)C.[ClH:40].CO. The catalyst is C(OCC)(=O)C. The product is [ClH:40].[CH3:6][NH:8][CH2:10][C:11]1[CH:12]=[C:13]([C:28]2[CH:33]=[CH:32][CH:31]=[CH:30][CH:29]=2)[N:14]([S:16]([C:19]2[CH:27]=[CH:26][CH:25]=[CH:24][C:20]=2[C:21]([OH:23])=[O:22])(=[O:18])=[O:17])[CH:15]=1. The yield is 0.500.